The task is: Predict the reaction yield, written as a fraction of the theoretical maximum amount of product (1.0 means a 100% yield; for example, 0.34 means a 34% yield).. This data is from Reaction yield outcomes from USPTO patents with 853,638 reactions. (1) The reactants are C(OC(=O)[NH:7][CH:8]([CH3:19])[C:9]([N:11]1[CH2:16][CH2:15][S:14](=[O:18])(=[O:17])[CH2:13][CH2:12]1)=[O:10])(C)(C)C.FC(F)(F)C(O)=O. The yield is 1.00. The product is [NH2:7][CH:8]([CH3:19])[C:9]([N:11]1[CH2:16][CH2:15][S:14](=[O:18])(=[O:17])[CH2:13][CH2:12]1)=[O:10]. The catalyst is C(Cl)Cl. (2) No catalyst specified. The product is [Cl:23][C:20]1[C:21]2[C:16]([CH:17]=[CH:18][CH:19]=1)=[N:15][N:14]([CH2:10][CH2:11][C:12]#[C:13][C:2]1[CH:7]=[CH:6][CH:5]=[C:4]([CH2:8][F:9])[N:3]=1)[CH:22]=2. The yield is 0.700. The reactants are Br[C:2]1[CH:7]=[CH:6][CH:5]=[C:4]([CH2:8][F:9])[N:3]=1.[CH2:10]([N:14]1[CH:22]=[C:21]2[C:16]([CH:17]=[CH:18][CH:19]=[C:20]2[Cl:23])=[N:15]1)[CH2:11][C:12]#[CH:13]. (3) The reactants are C1(C)C=CC=CC=1.[NH2:8][C:9]1[CH:10]=[C:11]([CH2:18][NH:19][C:20](=[O:26])[O:21][C:22]([CH3:25])([CH3:24])[CH3:23])[CH:12]=[CH:13][C:14]=1[N+:15]([O-:17])=[O:16].[CH2:27]([O:29][C:30]1[CH:35]=[CH:34][C:33]([CH2:36][C:37](Cl)=[O:38])=[CH:32][CH:31]=1)[CH3:28]. The catalyst is [Zn].CCOC(C)=O. The product is [CH2:27]([O:29][C:30]1[CH:35]=[CH:34][C:33]([CH2:36][C:37]([NH:8][C:9]2[CH:10]=[C:11]([CH2:18][NH:19][C:20](=[O:26])[O:21][C:22]([CH3:23])([CH3:25])[CH3:24])[CH:12]=[CH:13][C:14]=2[N+:15]([O-:17])=[O:16])=[O:38])=[CH:32][CH:31]=1)[CH3:28]. The yield is 0.670. (4) The reactants are COC1C=C(OC)C=C(OC)C=1C[NH:6][C:7]1[CH:12]=[C:11](Cl)[N:10]=[CH:9][N:8]=1.[F:22][C:23]1[CH:28]=[C:27]([N+:29]([O-:31])=[O:30])[CH:26]=[CH:25][C:24]=1[OH:32].COCCOCCOC. The catalyst is O. The product is [F:22][C:23]1[CH:28]=[C:27]([N+:29]([O-:31])=[O:30])[CH:26]=[CH:25][C:24]=1[O:32][C:11]1[N:10]=[CH:9][N:8]=[C:7]([NH2:6])[CH:12]=1. The yield is 0.310. (5) The reactants are [OH:1]O.O.[CH3:4][O:5][C:6]([C:8]1[CH:9]=[N:10][C:11]([CH3:14])=[CH:12][CH:13]=1)=[O:7]. The catalyst is O.O.[O-][W]([O-])(=O)=O.[Na+].[Na+].[O-2].[Mn+2].CO. The product is [CH3:4][O:5][C:6]([C:8]1[CH:9]=[N+:10]([O-:1])[C:11]([CH3:14])=[CH:12][CH:13]=1)=[O:7]. The yield is 0.980. (6) The reactants are [Cl:1][C:2]1[C:3]([O:12][C:13]2[CH:18]=[C:17]([OH:19])[CH:16]=[CH:15][C:14]=2/[CH:20]=[CH:21]/[C:22]([O:24][CH2:25][CH3:26])=[O:23])=[N:4][CH:5]=[C:6]([C:8]([F:11])([F:10])[F:9])[CH:7]=1.C(P(CCCC)CCCC)CCC.[CH3:40][O:41][CH2:42][CH2:43]O.N(C(N1CCCCC1)=O)=NC(N1CCCCC1)=O. The catalyst is O1CCCC1. The product is [Cl:1][C:2]1[C:3]([O:12][C:13]2[CH:18]=[C:17]([O:19][CH2:43][CH2:42][O:41][CH3:40])[CH:16]=[CH:15][C:14]=2/[CH:20]=[CH:21]/[C:22]([O:24][CH2:25][CH3:26])=[O:23])=[N:4][CH:5]=[C:6]([C:8]([F:9])([F:11])[F:10])[CH:7]=1. The yield is 0.600.